Dataset: Forward reaction prediction with 1.9M reactions from USPTO patents (1976-2016). Task: Predict the product of the given reaction. (1) Given the reactants [Br:1][C:2]1[CH:3]=[N:4][C:5]([F:12])=[C:6]([CH:11]=1)[C:7]([O:9]C)=[O:8].[OH-].[Na+].Cl, predict the reaction product. The product is: [Br:1][C:2]1[CH:3]=[N:4][C:5]([F:12])=[C:6]([CH:11]=1)[C:7]([OH:9])=[O:8]. (2) The product is: [F:22][C:19]1[CH:20]=[CH:21][C:16]([C:10]2[C:9]3[C:13](=[CH:14][CH:15]=[C:7]([C:5]4[N:6]=[C:25]([CH2:26][NH:27][CH3:28])[NH:24][N:23]=4)[CH:8]=3)[NH:12][N:11]=2)=[CH:17][CH:18]=1. Given the reactants Cl.C(O[C:5]([C:7]1[CH:8]=[C:9]2[C:13](=[CH:14][CH:15]=1)[NH:12][N:11]=[C:10]2[C:16]1[CH:21]=[CH:20][C:19]([F:22])=[CH:18][CH:17]=1)=[NH:6])C.[NH2:23][NH:24][C:25](=O)[CH2:26][NH:27][CH3:28].C[O-].[Na+], predict the reaction product. (3) Given the reactants [CH2:1]([O:3][C:4]([C:6]1[C:7]([OH:31])=[C:8]2[C:15]([C:16]#[N:17])=[C:14]([C:18]3[CH:23]=[CH:22][C:21]([F:24])=[CH:20][CH:19]=3)[N:13]([C:25]3[CH:30]=[CH:29][CH:28]=[CH:27][CH:26]=3)[C:9]2=[C:10](Br)[N:11]=1)=[O:5])[CH3:2].[C:32]([Cu])#[N:33], predict the reaction product. The product is: [CH2:1]([O:3][C:4]([C:6]1[C:7]([OH:31])=[C:8]2[C:15]([C:16]#[N:17])=[C:14]([C:18]3[CH:23]=[CH:22][C:21]([F:24])=[CH:20][CH:19]=3)[N:13]([C:25]3[CH:30]=[CH:29][CH:28]=[CH:27][CH:26]=3)[C:9]2=[C:10]([C:32]#[N:33])[N:11]=1)=[O:5])[CH3:2]. (4) Given the reactants Cl.[CH:2]1([NH:7][NH2:8])[CH2:6][CH2:5][CH2:4][CH2:3]1.[C:9]([N:16]1[CH2:21][CH2:20][C:19](=O)[CH2:18][CH2:17]1)([O:11][C:12]([CH3:15])([CH3:14])[CH3:13])=[O:10].C([O-])([O-])=O.[K+].[K+], predict the reaction product. The product is: [CH:2]1([NH:7][N:8]=[C:19]2[CH2:20][CH2:21][N:16]([C:9]([O:11][C:12]([CH3:15])([CH3:14])[CH3:13])=[O:10])[CH2:17][CH2:18]2)[CH2:6][CH2:5][CH2:4][CH2:3]1. (5) Given the reactants [F:1][C:2]1[CH:3]=[C:4]([C:13]2[CH:18]=[CH:17][C:16]([S:19]([CH3:22])(=[O:21])=[O:20])=[CH:15][CH:14]=2)[CH:5]=[CH:6][C:7]=1[C:8]([O:10]CC)=[O:9].[OH-].[Na+], predict the reaction product. The product is: [F:1][C:2]1[CH:3]=[C:4]([C:13]2[CH:18]=[CH:17][C:16]([S:19]([CH3:22])(=[O:21])=[O:20])=[CH:15][CH:14]=2)[CH:5]=[CH:6][C:7]=1[C:8]([OH:10])=[O:9]. (6) Given the reactants [CH2:1]=O.[CH3:3][Si:4]([CH2:7][NH:8][CH:9]([CH3:16])[C:10]1[CH:15]=[CH:14][CH:13]=[CH:12][CH:11]=1)([CH3:6])[CH3:5].[C:17](=[O:20])([O-])[O-].[K+].[K+], predict the reaction product. The product is: [CH3:1][O:20][CH2:17][N:8]([CH:9]([CH3:16])[C:10]1[CH:15]=[CH:14][CH:13]=[CH:12][CH:11]=1)[CH2:7][Si:4]([CH3:3])([CH3:5])[CH3:6]. (7) Given the reactants [CH3:1][S:2]([NH:5][C:6]1[CH:11]=[CH:10][C:9]([OH:12])=[CH:8][CH:7]=1)(=[O:4])=[O:3].C([O-])(=O)C.C([O-])(=O)C.C([O-])(=O)C.C([O-])(=O)C.[Pb+4].C(O)CO, predict the reaction product. The product is: [O:12]=[C:9]1[CH:10]=[CH:11][C:6](=[N:5][S:2]([CH3:1])(=[O:4])=[O:3])[CH:7]=[CH:8]1. (8) The product is: [O:16]=[C:7]1[C:8]2[C:13](=[CH:12][CH:11]=[CH:10][CH:9]=2)[C:14](=[O:15])[N:6]1[C:3]([CH3:5])([CH3:4])[CH:2]=[O:1]. Given the reactants [OH:1][CH2:2][C:3]([N:6]1[C:14](=[O:15])[C:13]2[C:8](=[CH:9][CH:10]=[CH:11][CH:12]=2)[C:7]1=[O:16])([CH3:5])[CH3:4].C(N(CC)CC)C, predict the reaction product.